This data is from Forward reaction prediction with 1.9M reactions from USPTO patents (1976-2016). The task is: Predict the product of the given reaction. (1) Given the reactants Cl.[NH2:2][C@H:3]([C:8]([N:10]1[CH2:14][CH2:13][CH2:12][C@H:11]1[C:15]#[N:16])=[O:9])[C@H:4]([CH2:6][CH3:7])[CH3:5].Cl[C:18]([O:20][CH3:21])=[O:19].C(N(CC)CC)C, predict the reaction product. The product is: [CH3:21][O:20][C:18]([NH:2][C@H:3]([C:8]([N:10]1[CH2:14][CH2:13][CH2:12][C@H:11]1[C:15]#[N:16])=[O:9])[C@H:4]([CH2:6][CH3:7])[CH3:5])=[O:19]. (2) Given the reactants [CH3:1][C@H:2]([O:5][C:6]1[N:7]=[CH:8][C:9]([C:12]([OH:14])=[O:13])=[N:10][CH:11]=1)[C:3]#C.[CH3:15][O:16]C[C@@H](O)C.ClC1N=CC(C(OC(C)(C)C)=O)=NC=1, predict the reaction product. The product is: [CH3:15][O:16][CH2:3][C@@H:2]([O:5][C:6]1[N:7]=[CH:8][C:9]([C:12]([OH:14])=[O:13])=[N:10][CH:11]=1)[CH3:1]. (3) Given the reactants [H-].[Na+].[Cl:3][C:4]1[CH:12]=[CH:11][CH:10]=[C:9]2[C:5]=1[C:6]([I:13])=[N:7][NH:8]2.[Cl:14][C:15]1[CH:23]=[CH:22][CH:21]=[C:20]([CH:24]2[CH2:26][CH2:25]2)[C:16]=1[C:17](Cl)=[O:18], predict the reaction product. The product is: [Cl:3][C:4]1[CH:12]=[CH:11][CH:10]=[C:9]2[C:5]=1[C:6]([I:13])=[N:7][N:8]2[C:17]([C:16]1[C:20]([CH:24]2[CH2:26][CH2:25]2)=[CH:21][CH:22]=[CH:23][C:15]=1[Cl:14])=[O:18]. (4) The product is: [F:1][C:2]1[CH:3]=[C:4]([C:9]2[CH2:13][CH:12]([CH2:14][N:15]3[CH:19]=[CH:18][N:17]=[N:16]3)[O:11][N:10]=2)[CH:5]=[CH:6][C:7]=1[N:26]1[CH2:31][CH2:30][NH:29][CH2:28][CH2:27]1. Given the reactants [F:1][C:2]1[CH:3]=[C:4]([C:9]2[CH2:13][CH:12]([CH2:14][N:15]3[CH:19]=[CH:18][N:17]=[N:16]3)[O:11][N:10]=2)[CH:5]=[CH:6][C:7]=1F.C(=O)([O-])[O-].[K+].[K+].[NH:26]1[CH2:31][CH2:30][NH:29][CH2:28][CH2:27]1, predict the reaction product. (5) Given the reactants C(O[C:4]([N:6]=[C:7]=[S:8])=[O:5])C.C(OC([N:16]1[CH2:21][CH2:20][CH:19]([CH2:22][NH:23][C:24]2[CH:28]=[CH:27][NH:26][C:25]=2C(OCC)=O)[CH2:18][CH2:17]1)=O)(C)(C)C.[Na].Cl, predict the reaction product. The product is: [NH:16]1[CH2:17][CH2:18][CH:19]([CH2:22][N:23]2[C:24]3[CH:28]=[CH:27][NH:26][C:25]=3[C:4](=[O:5])[NH:6][C:7]2=[S:8])[CH2:20][CH2:21]1. (6) Given the reactants [Si:1]([O:8][C@H:9]1[CH2:13][CH2:12][N:11]([CH2:14][C@H:15]([C:18]2[CH:19]=[C:20]([CH:26]=[CH:27][CH:28]=2)[C:21]([N:23]([CH3:25])[CH3:24])=[O:22])[NH:16][CH3:17])[CH2:10]1)([C:4]([CH3:7])([CH3:6])[CH3:5])([CH3:3])[CH3:2].[O:29]=[C:30]1[NH:34][C:33]2[CH:35]=[C:36]([CH2:39][C:40]([OH:42])=O)[CH:37]=[CH:38][C:32]=2[S:31]1.CCN=C=NCCCN(C)C.N1(O)C2C=CC=CC=2N=N1, predict the reaction product. The product is: [Si:1]([O:8][C@H:9]1[CH2:13][CH2:12][N:11]([CH2:14][C@H:15]([C:18]2[CH:19]=[C:20]([CH:26]=[CH:27][CH:28]=2)[C:21]([N:23]([CH3:24])[CH3:25])=[O:22])[N:16]([CH3:17])[C:40](=[O:42])[CH2:39][C:36]2[CH:37]=[CH:38][C:32]3[S:31][C:30](=[O:29])[NH:34][C:33]=3[CH:35]=2)[CH2:10]1)([C:4]([CH3:6])([CH3:7])[CH3:5])([CH3:3])[CH3:2]. (7) The product is: [C:6]([C:5]1[C:8]([N+:12]([O-:14])=[O:13])=[CH:9][CH:10]=[CH:11][C:4]=1[O:15][CH2:16][C@H:17]1[CH2:21][CH2:20][CH2:19][N:18]1[C:22]([O:24][C:25]([CH3:28])([CH3:27])[CH3:26])=[O:23])#[N:7]. Given the reactants [N+]([C:4]1[CH:11]=[CH:10][CH:9]=[C:8]([N+:12]([O-:14])=[O:13])[C:5]=1[C:6]#[N:7])([O-])=O.[OH:15][CH2:16][C@H:17]1[CH2:21][CH2:20][CH2:19][N:18]1[C:22]([O:24][C:25]([CH3:28])([CH3:27])[CH3:26])=[O:23], predict the reaction product. (8) The product is: [Br:1][C:2]1[CH:15]=[CH:14][C:5]([C:6]([C:8]2[CH:13]=[CH:12][CH:11]=[CH:10][CH:9]=2)=[CH:39][C:32]2[C:31]3[C:26]([C:25]([CH:24]=[C:49]([C:8]4[CH:13]=[CH:12][CH:11]=[CH:10][CH:9]=4)[C:48]4[CH:51]=[CH:15][C:2]([Br:1])=[CH:3][CH:50]=4)=[C:38]4[C:33]=2[CH:34]=[CH:35][CH:36]=[CH:37]4)=[CH:27][CH:28]=[CH:29][CH:30]=3)=[CH:4][CH:3]=1. Given the reactants [Br:1][C:2]1[CH:15]=[CH:14][C:5]([C:6]([C:8]2[CH:13]=[CH:12][CH:11]=[CH:10][CH:9]=2)=O)=[CH:4][CH:3]=1.C(OP([CH2:24][C:25]1[C:26]2[C:31]([C:32]([CH2:39]P(OCC)(OCC)=O)=[C:33]3[C:38]=1[CH:37]=[CH:36][CH:35]=[CH:34]3)=[CH:30][CH:29]=[CH:28][CH:27]=2)(OCC)=O)C.[C:48](O[K])([CH3:51])([CH3:50])[CH3:49].S(=O)(=O)(O)O, predict the reaction product. (9) Given the reactants [CH3:1][N:2]1[C:6]([C:7]([OH:9])=O)=[CH:5][N:4]=[CH:3]1.S(Cl)(Cl)=O.[Br:14][C:15]1[CH:21]=[C:20]([Cl:22])[CH:19]=[CH:18][C:16]=1[NH2:17], predict the reaction product. The product is: [Br:14][C:15]1[CH:21]=[C:20]([Cl:22])[CH:19]=[CH:18][C:16]=1[NH:17][C:7]([C:6]1[N:2]([CH3:1])[CH:3]=[N:4][CH:5]=1)=[O:9].